Dataset: Catalyst prediction with 721,799 reactions and 888 catalyst types from USPTO. Task: Predict which catalyst facilitates the given reaction. (1) Reactant: Cl.[Cl:2][C:3]1[N:8]=[C:7](SC)[N:6]2[CH:11]=[CH:12][N:13]=[C:5]2[CH:4]=1.[OH-:14].[K+].CS.Cl. Product: [Cl:2][C:3]1[NH:8][C:7](=[O:14])[N:6]2[CH:11]=[CH:12][N:13]=[C:5]2[CH:4]=1. The catalyst class is: 24. (2) Reactant: C([O:4][C:5]1[CH:13]=[C:12]2[C:8]([C:9](=[O:21])[N:10]([C:14]3[CH:19]=[CH:18][C:17]([Cl:20])=[CH:16][CH:15]=3)[CH2:11]2)=[CH:7][C:6]=1[O:22][C:23](=[O:25])[CH3:24])(=O)C.N1CCOCC1. Product: [Cl:20][C:17]1[CH:16]=[CH:15][C:14]([N:10]2[C:9](=[O:21])[C:8]3[C:12](=[CH:13][C:5]([OH:4])=[C:6]([O:22][C:23](=[O:25])[CH3:24])[CH:7]=3)[CH2:11]2)=[CH:19][CH:18]=1. The catalyst class is: 9.